Dataset: Forward reaction prediction with 1.9M reactions from USPTO patents (1976-2016). Task: Predict the product of the given reaction. (1) Given the reactants Br[C:2]1[CH:7]=[C:6]([O:8][CH3:9])[C:5]([O:10][CH3:11])=[CH:4][C:3]=1[S:12]([NH:15][C:16]1[CH:21]=[CH:20][C:19]([Cl:22])=[C:18]([O:23][CH2:24][CH2:25][N:26]([CH3:28])[CH3:27])[CH:17]=1)(=[O:14])=[O:13].[C:29]1(B(O)O)[CH:34]=[CH:33][CH:32]=[CH:31][CH:30]=1.C(=O)([O-])[O-].[Cs+].[Cs+].C1(P(C2C=CC=CC=2)C2C=CC=CC=2)C=CC=CC=1, predict the reaction product. The product is: [Cl:22][C:19]1[CH:20]=[CH:21][C:16]([NH:15][S:12]([C:3]2[C:2]([C:29]3[CH:34]=[CH:33][CH:32]=[CH:31][CH:30]=3)=[CH:7][C:6]([O:8][CH3:9])=[C:5]([O:10][CH3:11])[CH:4]=2)(=[O:14])=[O:13])=[CH:17][C:18]=1[O:23][CH2:24][CH2:25][N:26]([CH3:28])[CH3:27]. (2) Given the reactants Br[C:2]1[N:3]=[C:4]([C:9]2[N:10]([CH2:18][CH3:19])[C:11]3[CH:16]=[CH:15][N:14]=[CH:13][C:12]=3[N:17]=2)[C:5]([NH2:8])=[N:6][CH:7]=1.[CH3:20][N:21]([CH3:34])[S:22]([C:25]1[CH:30]=[CH:29][C:28](B(O)O)=[CH:27][CH:26]=1)(=[O:24])=[O:23].C([O-])([O-])=O.[K+].[K+], predict the reaction product. The product is: [NH2:8][C:5]1[N:6]=[CH:7][C:2]([C:28]2[CH:27]=[CH:26][C:25]([S:22]([N:21]([CH3:34])[CH3:20])(=[O:23])=[O:24])=[CH:30][CH:29]=2)=[N:3][C:4]=1[C:9]1[N:10]([CH2:18][CH3:19])[C:11]2[CH:16]=[CH:15][N:14]=[CH:13][C:12]=2[N:17]=1.